Dataset: Forward reaction prediction with 1.9M reactions from USPTO patents (1976-2016). Task: Predict the product of the given reaction. (1) Given the reactants [NH:1]1[CH2:6][CH2:5][CH:4]([C:7]2[CH:15]=[CH:14][CH:13]=[C:12]3[C:8]=2[CH2:9][C:10](=[O:16])[NH:11]3)[CH2:3][CH2:2]1.[CH:17]([C:19]1[NH:20][C:21]([CH3:33])=[C:22]([S:29]([CH3:32])(=[O:31])=[O:30])[C:23]=1[CH2:24][CH2:25][C:26]([OH:28])=[O:27])=O.N1CCCCC1, predict the reaction product. The product is: [CH3:32][S:29]([C:22]1[C:23]([CH2:24][CH2:25][C:26]([OH:28])=[O:27])=[C:19](/[CH:17]=[C:9]2\[C:10](=[O:16])[NH:11][C:12]3[C:8]\2=[C:7]([CH:4]2[CH2:3][CH2:2][NH:1][CH2:6][CH2:5]2)[CH:15]=[CH:14][CH:13]=3)[NH:20][C:21]=1[CH3:33])(=[O:31])=[O:30]. (2) Given the reactants [Cl:1][C:2]1[CH:23]=[CH:22][C:5]([CH2:6][N:7]2[C:16](=[O:17])[C:15]3[C:10](=[CH:11][C:12]([C:18](O)=[O:19])=[CH:13][CH:14]=3)[NH:9][C:8]2=[O:21])=[CH:4][CH:3]=1.[N:24]1([CH2:30][CH2:31][NH2:32])[CH2:29][CH2:28][CH2:27][CH2:26][CH2:25]1, predict the reaction product. The product is: [N:24]1([CH2:30][CH2:31][NH:32][C:18]([C:12]2[CH:11]=[C:10]3[C:15]([C:16](=[O:17])[N:7]([CH2:6][C:5]4[CH:22]=[CH:23][C:2]([Cl:1])=[CH:3][CH:4]=4)[C:8](=[O:21])[NH:9]3)=[CH:14][CH:13]=2)=[O:19])[CH2:29][CH2:28][CH2:27][CH2:26][CH2:25]1.